This data is from CYP2C19 inhibition data for predicting drug metabolism from PubChem BioAssay. The task is: Regression/Classification. Given a drug SMILES string, predict its absorption, distribution, metabolism, or excretion properties. Task type varies by dataset: regression for continuous measurements (e.g., permeability, clearance, half-life) or binary classification for categorical outcomes (e.g., BBB penetration, CYP inhibition). Dataset: cyp2c19_veith. (1) The molecule is COC(=O)C/C=C\[C@@H](C)[C@@H](/C=N\O[C@@H](C)CN1CCCc2nc(C)c(C)cc21)OC. The result is 0 (non-inhibitor). (2) The compound is CCCc1[nH]nc2c1C(c1ccc(OC)c(CSc3ccccn3)c1)C(C#N)=C(N)O2.CCO. The result is 1 (inhibitor). (3) The molecule is COC(=O)N1CCC2(CCCN(Cc3cc(C(F)(F)F)cc(C(F)(F)F)c3)C2)CC1. The result is 0 (non-inhibitor). (4) The result is 0 (non-inhibitor). The compound is COc1ccc2c(c1)CCc1c(-c3noc4c3CCc3cc(OC)ccc3-4)noc1-2. (5) The molecule is CCc1cc2c(nc1CC)CCN(CC/C(C)=N/OCC[C@@H]1C=C[C@H](OC(C)=O)[C@H](COC(C)=O)O1)C2. The result is 0 (non-inhibitor). (6) The drug is O=C(NCC12CC3CC(CC(C3)C1)C2)c1cc2n(n1)C(C(F)(F)F)CC(c1ccco1)N2. The result is 1 (inhibitor). (7) The compound is CCOC(=O)N1CCN(c2nc(-c3cccs3)cc(C(F)(F)F)n2)CC1. The result is 1 (inhibitor).